From a dataset of hERG Central: cardiac toxicity at 1µM, 10µM, and general inhibition. Predict hERG channel inhibition at various concentrations. (1) The compound is Cc1cccn2c(=O)c3cc(C(=O)NCc4ccco4)c(=N)n(C4CCCC4)c3nc12. Results: hERG_inhib (hERG inhibition (general)): blocker. (2) The compound is CCOc1cc(/C=N/NC(=O)CN2CCCCC2)ccc1OCc1ccccc1. Results: hERG_inhib (hERG inhibition (general)): blocker.